This data is from Full USPTO retrosynthesis dataset with 1.9M reactions from patents (1976-2016). The task is: Predict the reactants needed to synthesize the given product. (1) Given the product [N+:12]([C:15]1[CH:16]=[CH:17][C:18]([OH:23])=[C:19]([C:20]2[NH:1][N:2]=[C:3]([C:5]3[CH:10]=[CH:9][CH:8]=[C:7]([CH3:11])[N:6]=3)[N:4]=2)[CH:22]=1)([O-:14])=[O:13], predict the reactants needed to synthesize it. The reactants are: [NH2:1][NH:2][C:3]([C:5]1[CH:10]=[CH:9][CH:8]=[C:7]([CH3:11])[N:6]=1)=[NH:4].[N+:12]([C:15]1[CH:16]=[CH:17][C:18]([OH:23])=[C:19]([CH:22]=1)[CH:20]=O)([O-:14])=[O:13]. (2) The reactants are: [NH2:1][C:2]1[CH:3]=[C:4]([C:8]2[S:12][C:11]([C:13]3[CH:14]=[C:15]4[C:19](=[CH:20][CH:21]=3)[C:18](=[O:22])[N:17]([CH3:23])[CH2:16]4)=[CH:10][CH:9]=2)[CH:5]=[N:6][CH:7]=1.Cl[S:25]([C:28]1[CH:38]=[CH:37][C:31]([C:32]([O:34][CH2:35][CH3:36])=[O:33])=[CH:30][CH:29]=1)(=[O:27])=[O:26]. Given the product [CH3:23][N:17]1[CH2:16][C:15]2[C:19](=[CH:20][CH:21]=[C:13]([C:11]3[S:12][C:8]([C:4]4[CH:3]=[C:2]([NH:1][S:25]([C:28]5[CH:29]=[CH:30][C:31]([C:32]([O:34][CH2:35][CH3:36])=[O:33])=[CH:37][CH:38]=5)(=[O:27])=[O:26])[CH:7]=[N:6][CH:5]=4)=[CH:9][CH:10]=3)[CH:14]=2)[C:18]1=[O:22], predict the reactants needed to synthesize it. (3) The reactants are: [CH2:1]([O:8][C:9]1[C:14]([N+:15]([O-:17])=[O:16])=[C:13](Cl)[CH:12]=[CH:11][N:10]=1)[C:2]1[CH:7]=[CH:6][CH:5]=[CH:4][CH:3]=1.[Cl:19][C:20]1[CH:25]=[C:24]([Cl:26])[CH:23]=[CH:22][C:21]=1B(O)O.CCOC(C)=O.O. Given the product [CH2:1]([O:8][C:9]1[C:14]([N+:15]([O-:17])=[O:16])=[C:13]([C:23]2[CH:22]=[CH:21][C:20]([Cl:19])=[CH:25][C:24]=2[Cl:26])[CH:12]=[CH:11][N:10]=1)[C:2]1[CH:7]=[CH:6][CH:5]=[CH:4][CH:3]=1, predict the reactants needed to synthesize it.